This data is from Full USPTO retrosynthesis dataset with 1.9M reactions from patents (1976-2016). The task is: Predict the reactants needed to synthesize the given product. (1) The reactants are: [CH2:1]([C:3]1[C:22]2[C:6](=[CH:7][C:8]3[CH2:14][CH2:13][N:12](C(=O)C(F)(F)F)[CH2:11][CH2:10][C:9]=3[CH:21]=2)[O:5][N:4]=1)[CH3:2].C([O-])([O-])=O.[Na+].[Na+]. Given the product [CH2:1]([C:3]1[C:22]2[C:6](=[CH:7][C:8]3[CH2:14][CH2:13][NH:12][CH2:11][CH2:10][C:9]=3[CH:21]=2)[O:5][N:4]=1)[CH3:2], predict the reactants needed to synthesize it. (2) Given the product [C:1]([O:5][C:6]([N:8]1[CH2:13][CH2:12][N:11]([C:14]2[CH:19]=[CH:18][CH:17]=[CH:16][C:15]=2[C:26]2[CH:27]=[CH:28][C:23]([CH:21]=[O:22])=[CH:24][CH:25]=2)[CH2:10][CH2:9]1)=[O:7])([CH3:4])([CH3:3])[CH3:2], predict the reactants needed to synthesize it. The reactants are: [C:1]([O:5][C:6]([N:8]1[CH2:13][CH2:12][N:11]([C:14]2[CH:19]=[CH:18][CH:17]=[CH:16][C:15]=2Br)[CH2:10][CH2:9]1)=[O:7])([CH3:4])([CH3:3])[CH3:2].[CH:21]([C:23]1[CH:28]=[CH:27][C:26](B(O)O)=[CH:25][CH:24]=1)=[O:22].C(=O)([O-])[O-].[Na+].[Na+]. (3) Given the product [F:23][CH:22]([F:24])[C:21](=[S:38])[NH:20][CH2:19][C@@H:17]1[O:16][C:15](=[O:26])[N:14]([C:11]2[CH:12]=[CH:13][C:8]([N:5]3[CH2:6][CH2:7][S:2](=[O:28])(=[O:1])[CH2:3][CH2:4]3)=[C:9]([F:27])[CH:10]=2)[CH2:18]1, predict the reactants needed to synthesize it. The reactants are: [O:1]=[S:2]1(=[O:28])[CH2:7][CH2:6][N:5]([C:8]2[CH:13]=[CH:12][C:11]([N:14]3[CH2:18][C@H:17]([CH2:19][NH:20][C:21](=O)[CH:22]([F:24])[F:23])[O:16][C:15]3=[O:26])=[CH:10][C:9]=2[F:27])[CH2:4][CH2:3]1.COC1C=CC(P2(SP(C3C=CC(OC)=CC=3)(=S)S2)=[S:38])=CC=1. (4) The reactants are: Cl[C:2]1[N:11]=[C:10]([NH2:12])[C:9]2[C:4](=[CH:5][CH:6]=[CH:7][CH:8]=2)[N:3]=1.[NH:13]1[CH2:18][CH2:17][CH2:16][CH2:15][CH2:14]1. Given the product [N:13]1([C:2]2[N:11]=[C:10]([NH2:12])[C:9]3[C:4](=[CH:5][CH:6]=[CH:7][CH:8]=3)[N:3]=2)[CH2:18][CH2:17][CH2:16][CH2:15][CH2:14]1, predict the reactants needed to synthesize it. (5) Given the product [Br:1][C:2]1[CH:7]=[CH:6][CH:5]=[CH:4][C:3]=1[N:8]([CH2:28][C:27]1[CH:30]=[CH:31][C:24]([O:23][CH3:22])=[CH:25][CH:26]=1)[C:9]([CH:11]1[CH2:12][N:13]([C:15]([O:17][C:18]([CH3:21])([CH3:20])[CH3:19])=[O:16])[CH2:14]1)=[O:10], predict the reactants needed to synthesize it. The reactants are: [Br:1][C:2]1[CH:7]=[CH:6][CH:5]=[CH:4][C:3]=1[NH:8][C:9]([CH:11]1[CH2:14][N:13]([C:15]([O:17][C:18]([CH3:21])([CH3:20])[CH3:19])=[O:16])[CH2:12]1)=[O:10].[CH3:22][O:23][C:24]1[CH:31]=[CH:30][C:27]([CH2:28]Cl)=[CH:26][CH:25]=1.C([O-])([O-])=O.[K+].[K+]. (6) Given the product [N:1]([CH2:4][C:5]1[C:6]([NH:18][CH:19]2[CH2:20][CH2:21][N:22]([C:25]([O:27][C:28]([CH3:29])([CH3:31])[CH3:30])=[O:26])[CH2:23][CH2:24]2)=[C:7]2[CH:15]=[N:14][N:13]([CH2:16][CH3:17])[C:8]2=[N:9][C:10]=1[CH3:11])=[N+:2]=[N-:3], predict the reactants needed to synthesize it. The reactants are: [N:1]([CH2:4][C:5]1[C:6]([NH:18][CH:19]2[CH2:24][CH2:23][N:22]([C:25]([O:27][C:28]([CH3:31])([CH3:30])[CH3:29])=[O:26])[CH2:21][CH2:20]2)=[C:7]2[CH:15]=[N:14][N:13]([CH2:16][CH3:17])[C:8]2=[N:9][C:10]=1[CH2:11]C)=[N+:2]=[N-:3].C(N1C2=NC(C)=C(CO)C(NC3CCN(C(OC(C)(C)C)=O)CC3)=C2C=N1)C. (7) Given the product [Br:1][C:2]1[C:3]([OH:17])=[N:4][C:5]([NH:8][C:9]2[CH:10]=[CH:11][C:12]([S:15]([CH3:16])=[O:20])=[CH:13][CH:14]=2)=[N:6][CH:7]=1, predict the reactants needed to synthesize it. The reactants are: [Br:1][C:2]1[C:3]([OH:17])=[N:4][C:5]([NH:8][C:9]2[CH:14]=[CH:13][C:12]([S:15][CH3:16])=[CH:11][CH:10]=2)=[N:6][CH:7]=1.C(O)(=[O:20])C.